Task: Predict the product of the given reaction.. Dataset: Forward reaction prediction with 1.9M reactions from USPTO patents (1976-2016) (1) The product is: [OH:8][CH2:9][CH2:10][NH:11][S:12]([C:15]1[C:16]([OH:34])=[C:17]([NH:22][C:23]([NH:25][C:26]2[CH:31]=[CH:30][CH:29]=[C:28]([Cl:32])[C:27]=2[Cl:33])=[O:24])[CH:18]=[CH:19][C:20]=1[Cl:21])(=[O:14])=[O:13]. Given the reactants C([O:8][CH2:9][CH2:10][NH:11][S:12]([C:15]1[C:16]([OH:34])=[C:17]([NH:22][C:23]([NH:25][C:26]2[CH:31]=[CH:30][CH:29]=[C:28]([Cl:32])[C:27]=2[Cl:33])=[O:24])[CH:18]=[CH:19][C:20]=1[Cl:21])(=[O:14])=[O:13])C1C=CC=CC=1.I[Si](C)(C)C, predict the reaction product. (2) Given the reactants C(OC([N:8]1[CH2:12][CH2:11][CH2:10][CH:9]1[CH2:13][CH2:14][CH:15]([N+:22]([O-:24])=[O:23])[C:16]1[CH:21]=[CH:20][CH:19]=[CH:18][CH:17]=1)=O)(C)(C)C.Cl, predict the reaction product. The product is: [N+:22]([CH:15]([C:16]1[CH:21]=[CH:20][CH:19]=[CH:18][CH:17]=1)[CH2:14][CH2:13][CH:9]1[CH2:10][CH2:11][CH2:12][NH:8]1)([O-:24])=[O:23]. (3) Given the reactants [CH3:1][C:2]1[NH:3][C:4]2[C:9]([CH:10]=1)=[CH:8][C:7]([NH2:11])=[CH:6][CH:5]=2.[CH3:12][N:13]([CH3:26])[C:14]([C:16]1[S:24][C:23]2[C:18](=[N:19][CH:20]=[CH:21][C:22]=2Cl)[CH:17]=1)=[O:15], predict the reaction product. The product is: [CH3:12][N:13]([CH3:26])[C:14]([C:16]1[S:24][C:23]2[C:18](=[N:19][CH:20]=[CH:21][C:22]=2[NH:11][C:7]2[CH:8]=[C:9]3[C:4](=[CH:5][CH:6]=2)[NH:3][C:2]([CH3:1])=[CH:10]3)[CH:17]=1)=[O:15]. (4) The product is: [NH2:8][C:9]1[C:23]([CH3:24])=[CH:22][C:12]([O:13][CH2:14][CH2:15][CH2:16][C:17]([O:19][CH2:20][CH3:21])=[O:18])=[CH:11][C:10]=1[NH:25][CH2:26][C:27]1[CH:32]=[CH:31][C:30]([Cl:33])=[CH:29][C:28]=1[Cl:34]. Given the reactants C(OC([N:8](C(OC(C)(C)C)=O)[C:9]1[C:23]([CH3:24])=[CH:22][C:12]([O:13][CH2:14][CH2:15][CH2:16][C:17]([O:19][CH2:20][CH3:21])=[O:18])=[CH:11][C:10]=1[NH:25][CH2:26][C:27]1[CH:32]=[CH:31][C:30]([Cl:33])=[CH:29][C:28]=1[Cl:34])=O)(C)(C)C.Cl, predict the reaction product. (5) The product is: [ClH:1].[Cl:8][C:6]1[CH:5]=[C:4]([S:9]([C:12]2[CH:13]=[C:14]3[C:18](=[CH:19][CH:20]=2)[N:17]([CH3:21])[C:16]2[CH2:22][CH:23]4[NH:27][CH:26]([C:15]3=2)[CH2:25][CH2:24]4)(=[O:11])=[O:10])[CH:3]=[C:2]([Cl:1])[CH:7]=1. Given the reactants [Cl:1][C:2]1[CH:3]=[C:4]([S:9]([C:12]2[CH:20]=[CH:19][C:18]3[N:17]([CH3:21])[C:16]4[CH2:22][CH:23]5[NH:27][CH:26]([C:15]=4[C:14]=3[C:13]=2C(OC(C)(C)C)=O)[CH2:25][CH2:24]5)(=[O:11])=[O:10])[CH:5]=[C:6]([Cl:8])[CH:7]=1.C(O)(C(F)(F)F)=O, predict the reaction product. (6) Given the reactants CO[CH:3]=[CH:4][C:5](=[O:7])[CH3:6].[CH3:8][C:9]1[CH:16]=[CH:15][CH:14]=[CH:13][C:10]=1[CH2:11][NH2:12], predict the reaction product. The product is: [C:9]1([CH3:8])[CH:16]=[CH:15][CH:14]=[CH:13][C:10]=1[CH2:11][NH:12][CH:3]=[CH:4][C:5](=[O:7])[CH3:6]. (7) Given the reactants [Cl:1][C:2]1[C:7](I)=[CH:6][CH:5]=[CH:4][N:3]=1.[CH3:9][C:10]1[S:11][CH:12]=[C:13]([C:15]#[C:16][Si](C)(C)C)[N:14]=1.C(N(CC)CC)C.CCCC[N+](CCCC)(CCCC)CCCC.[F-].CCOC(C)=O.[Cl-].[Na+].O, predict the reaction product. The product is: [Cl:1][C:2]1[C:7]([C:16]#[C:15][C:13]2[N:14]=[C:10]([CH3:9])[S:11][CH:12]=2)=[CH:6][CH:5]=[CH:4][N:3]=1. (8) Given the reactants Cl[C:2]1[N:7]=[C:6]([NH:8][CH:9]2[CH2:26][CH2:25][C:12]3([CH2:17][CH2:16][N:15]([C:18]([O:20][C:21]([CH3:24])([CH3:23])[CH3:22])=[O:19])[CH2:14][CH2:13]3)[CH2:11][CH2:10]2)[C:5]([CH3:27])=[CH:4][N:3]=1.Cl.[CH3:29][N:30]1[CH:34]=[C:33]([NH2:35])[CH:32]=[N:31]1.CCN(C(C)C)C(C)C, predict the reaction product. The product is: [CH3:27][C:5]1[C:6]([NH:8][CH:9]2[CH2:26][CH2:25][C:12]3([CH2:17][CH2:16][N:15]([C:18]([O:20][C:21]([CH3:24])([CH3:23])[CH3:22])=[O:19])[CH2:14][CH2:13]3)[CH2:11][CH2:10]2)=[N:7][C:2]([NH:35][C:33]2[CH:32]=[N:31][N:30]([CH3:29])[CH:34]=2)=[N:3][CH:4]=1. (9) Given the reactants OS(O)(=O)=O.[Br:6][C:7]1[CH:23]=[CH:22][C:10]([O:11][C:12]2[CH:20]=[CH:19][C:18]([I:21])=[CH:17][C:13]=2[C:14]([OH:16])=O)=[CH:9][CH:8]=1, predict the reaction product. The product is: [Br:6][C:7]1[CH:8]=[CH:9][C:10]2[O:11][C:12]3[C:13](=[CH:17][C:18]([I:21])=[CH:19][CH:20]=3)[C:14](=[O:16])[C:22]=2[CH:23]=1.